From a dataset of Full USPTO retrosynthesis dataset with 1.9M reactions from patents (1976-2016). Predict the reactants needed to synthesize the given product. (1) Given the product [CH2:1]([O:3][C:4]([N:6]1[CH2:11][CH2:10][N:9]([C:12](=[O:39])[C@@H:13]([NH:23][C:24]([C:26]2[CH:31]=[C:30]([C:41]3[CH:42]=[CH:43][CH:44]=[CH:45][C:40]=3[CH3:49])[N:29]=[C:28]([C:33]3[CH:38]=[CH:37][CH:36]=[CH:35][CH:34]=3)[N:27]=2)=[O:25])[CH2:14][CH2:15][C:16]([O:18][C:19]([CH3:22])([CH3:21])[CH3:20])=[O:17])[CH2:8][CH2:7]1)=[O:5])[CH3:2], predict the reactants needed to synthesize it. The reactants are: [CH2:1]([O:3][C:4]([N:6]1[CH2:11][CH2:10][N:9]([C:12](=[O:39])[C@@H:13]([NH:23][C:24]([C:26]2[CH:31]=[C:30](Cl)[N:29]=[C:28]([C:33]3[CH:38]=[CH:37][CH:36]=[CH:35][CH:34]=3)[N:27]=2)=[O:25])[CH2:14][CH2:15][C:16]([O:18][C:19]([CH3:22])([CH3:21])[CH3:20])=[O:17])[CH2:8][CH2:7]1)=[O:5])[CH3:2].[C:40]1([CH3:49])[CH:45]=[CH:44][CH:43]=[CH:42][C:41]=1B(O)O. (2) Given the product [CH3:1][O:2][C:3]1[CH:8]=[CH:7][CH:6]=[CH:5][C:4]=1[CH2:9][NH:10][C:11](=[O:31])[O:12][CH2:13][C@H:14]1[CH2:18][C@@H:17]([NH:19][S:20]([C:23]2[CH:28]=[C:27]([Br:29])[CH:26]=[CH:25][C:24]=2[Br:30])(=[O:21])=[O:22])[CH2:16][N:15]1[C:33]#[N:34], predict the reactants needed to synthesize it. The reactants are: [CH3:1][O:2][C:3]1[CH:8]=[CH:7][CH:6]=[CH:5][C:4]=1[CH2:9][NH:10][C:11](=[O:31])[O:12][CH2:13][C@H:14]1[CH2:18][C@@H:17]([NH:19][S:20]([C:23]2[CH:28]=[C:27]([Br:29])[CH:26]=[CH:25][C:24]=2[Br:30])(=[O:22])=[O:21])[CH2:16][NH:15]1.C[CH2:33][N:34](C(C)C)C(C)C.BrC#N.C(O)C(N)(CO)CO. (3) Given the product [Br:11][C:5]1[CH:6]=[C:7]([N+:8]([O-:10])=[O:9])[C:2]([C:16]2[CH:17]=[C:18]([F:19])[C:13]([Cl:12])=[C:14]([F:29])[CH:15]=2)=[N:3][CH:4]=1, predict the reactants needed to synthesize it. The reactants are: Br[C:2]1[C:7]([N+:8]([O-:10])=[O:9])=[CH:6][C:5]([Br:11])=[CH:4][N:3]=1.[Cl:12][C:13]1[C:18]([F:19])=[CH:17][C:16](B2OC(C)(C)C(C)(C)O2)=[CH:15][C:14]=1[F:29].[O-]P([O-])([O-])=O.[K+].[K+].[K+].